Dataset: Catalyst prediction with 721,799 reactions and 888 catalyst types from USPTO. Task: Predict which catalyst facilitates the given reaction. (1) Reactant: [F:1][C:2]1[CH:7]=[CH:6][C:5]([F:8])=[CH:4][C:3]=1[C@H:9]1[CH2:13][CH2:12][CH2:11][N:10]1[C:14]1[CH:19]=[CH:18][N:17]2[N:20]=[CH:21][C:22](/[CH:23]=[CH:24]/[C:25](O)=[O:26])=[C:16]2[N:15]=1.CN(C(ON1N=NC2C=CC=NC1=2)=[N+](C)C)C.F[P-](F)(F)(F)(F)F.CCN(C(C)C)C(C)C.[N:61]1([C:67]([O:69][C:70]([CH3:73])([CH3:72])[CH3:71])=[O:68])[CH2:66][CH2:65][NH:64][CH2:63][CH2:62]1. Product: [F:1][C:2]1[CH:7]=[CH:6][C:5]([F:8])=[CH:4][C:3]=1[C@H:9]1[CH2:13][CH2:12][CH2:11][N:10]1[C:14]1[CH:19]=[CH:18][N:17]2[N:20]=[CH:21][C:22](/[CH:23]=[CH:24]/[C:25]([N:64]3[CH2:65][CH2:66][N:61]([C:67]([O:69][C:70]([CH3:73])([CH3:72])[CH3:71])=[O:68])[CH2:62][CH2:63]3)=[O:26])=[C:16]2[N:15]=1. The catalyst class is: 85. (2) Reactant: [I:1][C:2]1[C:10]2[C:5](=[N:6][CH:7]=[N:8][C:9]=2[NH2:11])[NH:4][N:3]=1.O[CH:13]1[CH2:17][CH2:16][N:15]([C:18]([O:20][C:21]([CH3:24])([CH3:23])[CH3:22])=[O:19])[CH2:14]1.C1(P(C2C=CC=CC=2)C2C=CC=CC=2)C=CC=CC=1.CCOC(/N=N/C(OCC)=O)=O. Product: [NH2:11][C:9]1[N:8]=[CH:7][N:6]=[C:5]2[N:4]([CH:17]3[CH2:13][CH2:14][N:15]([C:18]([O:20][C:21]([CH3:24])([CH3:23])[CH3:22])=[O:19])[CH2:16]3)[N:3]=[C:2]([I:1])[C:10]=12. The catalyst class is: 7. (3) Reactant: [Cl:1][C:2]1[N:7]=[C:6](Cl)[CH:5]=[C:4]([CH3:9])[N:3]=1.[NH2:10][C:11]1[CH:16]=[CH:15][CH:14]=[CH:13][N:12]=1.C(=O)([O-])[O-].[Cs+].[Cs+].CC1(C)C2C=CC=C(P(C3C=CC=CC=3)C3C=CC=CC=3)C=2OC2C1=CC=CC=2P(C1C=CC=CC=1)C1C=CC=CC=1. Product: [Cl:1][C:2]1[N:7]=[C:6]([NH:10][C:11]2[CH:16]=[CH:15][CH:14]=[CH:13][N:12]=2)[CH:5]=[C:4]([CH3:9])[N:3]=1. The catalyst class is: 62. (4) Reactant: Cl[C:2]([O:4][CH3:5])=[O:3].[CH3:6][C:7]1[CH:12]=[CH:11][C:10]([S:13]([O:16][CH2:17][C@@H:18]2[O:23][C:22]3[C:24](C=CC)=[C:25]([NH2:28])[CH:26]=[CH:27][C:21]=3[O:20][CH2:19]2)(=[O:15])=[O:14])=[CH:9][CH:8]=1.[CH:32](N(CC)C(C)C)([CH3:34])[CH3:33]. The catalyst class is: 13. Product: [CH3:6][C:7]1[CH:8]=[CH:9][C:10]([S:13]([O:16][CH2:17][CH:18]2[O:23][C:22]3[C:24]([C:32]([CH3:34])=[CH2:33])=[C:25]([NH:28][C:2]([O:4][CH3:5])=[O:3])[CH:26]=[CH:27][C:21]=3[O:20][CH2:19]2)(=[O:14])=[O:15])=[CH:11][CH:12]=1. (5) Reactant: [CH3:1][NH:2][NH2:3].[C:4]([O:11]C(OC(C)(C)C)=O)(=O)[O:5][C:6]([CH3:9])([CH3:8])[CH3:7]. Product: [C:4]([N:2]([CH3:1])[NH2:3])([O:5][C:6]([CH3:9])([CH3:8])[CH3:7])=[O:11]. The catalyst class is: 5. (6) Reactant: [CH3:1][O:2][C:3]1[CH:4]=[CH:5][C:6]2[N:7]([CH3:20])[C:8]3[C:13]([S:14][C:15]=2[CH:16]=1)=[CH:12][C:11]([N+:17]([O-])=O)=[CH:10][CH:9]=3. Product: [CH3:1][O:2][C:3]1[CH:16]=[C:15]2[C:6](=[CH:5][CH:4]=1)[N:7]([CH3:20])[C:8]1[CH:9]=[CH:10][C:11]([NH2:17])=[CH:12][C:13]=1[S:14]2. The catalyst class is: 63. (7) Reactant: [NH2:1][C:2]1[CH:3]=[C:4]2[C:9](=[CH:10][CH:11]=1)[N:8]=[C:7]([C:12]1[CH:17]=[CH:16][CH:15]=[CH:14][CH:13]=1)[CH:6]=[C:5]2[C:18]([OH:20])=[O:19].[CH2:21]1C[O:24][CH2:23][CH2:22]1.C(Cl)(=O)CC. Product: [C:12]1([C:7]2[CH:6]=[C:5]([C:18]([OH:20])=[O:19])[C:4]3[C:9](=[CH:10][CH:11]=[C:2]([NH:1][C:23](=[O:24])[CH2:22][CH3:21])[CH:3]=3)[N:8]=2)[CH:17]=[CH:16][CH:15]=[CH:14][CH:13]=1. The catalyst class is: 17. (8) Reactant: [F:1][C:2]([F:15])([F:14])[C:3]1[CH:12]=[C:11]2[C:6]([CH2:7][CH2:8][NH:9][C:10]2=[O:13])=[CH:5][CH:4]=1.Br[C:17]1[N:21]([CH3:22])[CH:20]=[N:19][CH:18]=1.P([O-])([O-])([O-])=O.[K+].[K+].[K+]. Product: [CH3:22][N:21]1[C:17]([N:9]2[CH2:8][CH2:7][C:6]3[C:11](=[CH:12][C:3]([C:2]([F:1])([F:14])[F:15])=[CH:4][CH:5]=3)[C:10]2=[O:13])=[CH:18][N:19]=[CH:20]1. The catalyst class is: 246.